From a dataset of Forward reaction prediction with 1.9M reactions from USPTO patents (1976-2016). Predict the product of the given reaction. (1) The product is: [C:21]([C:8]1([C:6]2[CH:5]=[C:4]([NH:23][C:24]3[CH:29]=[C:28]([C:30]([F:33])([F:31])[F:32])[CH:27]=[CH:26][N:25]=3)[N:3]=[C:2]([N:38]3[CH2:39][CH2:40][C:36]([F:41])([F:35])[CH2:37]3)[N:7]=2)[CH2:13][CH2:12][N:11]([C:14]([O:16][C:17]([CH3:20])([CH3:19])[CH3:18])=[O:15])[CH2:10][CH2:9]1)#[N:22]. Given the reactants Cl[C:2]1[N:7]=[C:6]([C:8]2([C:21]#[N:22])[CH2:13][CH2:12][N:11]([C:14]([O:16][C:17]([CH3:20])([CH3:19])[CH3:18])=[O:15])[CH2:10][CH2:9]2)[CH:5]=[C:4]([NH:23][C:24]2[CH:29]=[C:28]([C:30]([F:33])([F:32])[F:31])[CH:27]=[CH:26][N:25]=2)[N:3]=1.Cl.[F:35][C:36]1([F:41])[CH2:40][CH2:39][NH:38][CH2:37]1.C(N(CC)C(C)C)(C)C, predict the reaction product. (2) The product is: [F:3][C:4]1[CH:11]=[CH:10][CH:9]=[C:8]([O:12][CH2:13][CH:14]([CH3:16])[CH3:15])[C:5]=1[CH:6]=[N:18][OH:1]. Given the reactants [OH-:1].[Na+].[F:3][C:4]1[CH:11]=[CH:10][CH:9]=[C:8]([O:12][CH2:13][CH:14]([CH3:16])[CH3:15])[C:5]=1[CH:6]=O.Cl.[NH2:18]O.Cl, predict the reaction product.